The task is: Predict which catalyst facilitates the given reaction.. This data is from Catalyst prediction with 721,799 reactions and 888 catalyst types from USPTO. (1) Reactant: [F:1][C:2]1[CH:3]=[C:4]([C:10]2[CH:15]=[CH:14][C:13]([C:16]([NH:18][C:19]3([C:27]([O:29][CH3:30])=[O:28])[CH2:26][CH2:25][CH2:24][CH2:23][CH2:22][CH2:21][CH2:20]3)=[O:17])=[C:12]([N+:31]([O-])=O)[CH:11]=2)[CH:5]=[CH:6][C:7]=1[O:8][CH3:9]. Product: [NH2:31][C:12]1[CH:11]=[C:10]([C:4]2[CH:5]=[CH:6][C:7]([O:8][CH3:9])=[C:2]([F:1])[CH:3]=2)[CH:15]=[CH:14][C:13]=1[C:16]([NH:18][C:19]1([C:27]([O:29][CH3:30])=[O:28])[CH2:26][CH2:25][CH2:24][CH2:23][CH2:22][CH2:21][CH2:20]1)=[O:17]. The catalyst class is: 63. (2) Reactant: C([O-])(=O)C.[NH4+].I([O-])(=O)(=O)=O.[Na+].[CH3:12][C:13]1[CH:14]=[C:15]([NH:28][C:29]2[N:34]=[C:33]([C:35]([F:38])([F:37])[F:36])[CH:32]=[CH:31][N:30]=2)[CH:16]=[C:17]([B:19]2[O:23]C(C)(C)C(C)(C)[O:20]2)[CH:18]=1. Product: [CH3:12][C:13]1[CH:18]=[C:17]([B:19]([OH:23])[OH:20])[CH:16]=[C:15]([NH:28][C:29]2[N:34]=[C:33]([C:35]([F:37])([F:38])[F:36])[CH:32]=[CH:31][N:30]=2)[CH:14]=1. The catalyst class is: 283. (3) Reactant: Cl.[NH2:2][C:3]1[C:8]2[C:9]([C:25]3[CH:26]=[N:27][C:28]4[C:33]([CH:34]=3)=[CH:32][CH:31]=[CH:30][CH:29]=4)=[C:10]3[CH2:16][CH2:15][C@H:14]([NH:17]C(=O)OC(C)(C)C)[CH2:13][CH2:12][N:11]3[C:7]=2[N:6]=[CH:5][N:4]=1.[OH-].[Na+]. Product: [N:27]1[C:28]2[C:33](=[CH:32][CH:31]=[CH:30][CH:29]=2)[CH:34]=[C:25]([C:9]2[C:8]3[C:3]([NH2:2])=[N:4][CH:5]=[N:6][C:7]=3[N:11]3[CH2:12][CH2:13][C@@H:14]([NH2:17])[CH2:15][CH2:16][C:10]=23)[CH:26]=1. The catalyst class is: 8. (4) Reactant: [I:1][C:2]1[CH:3]=[C:4]([CH:8]=[CH:9][CH:10]=1)[C:5]([NH2:7])=O.COC1C=CC(P2(SP(C3C=CC(OC)=CC=3)(=S)S2)=[S:20])=CC=1. Product: [I:1][C:2]1[CH:3]=[C:4]([CH:8]=[CH:9][CH:10]=1)[C:5]([NH2:7])=[S:20]. The catalyst class is: 11. (5) Reactant: [H-].[Na+].[Br:3][C:4]1[CH:9]=[CH:8][C:7]([OH:10])=[C:6]([C:11]([F:14])([F:13])[F:12])[CH:5]=1.Cl[CH2:16][O:17][CH2:18][CH2:19][O:20][CH3:21]. Product: [Br:3][C:4]1[CH:9]=[CH:8][C:7]([O:10][CH2:16][O:17][CH2:18][CH2:19][O:20][CH3:21])=[C:6]([C:11]([F:12])([F:13])[F:14])[CH:5]=1. The catalyst class is: 1.